This data is from Full USPTO retrosynthesis dataset with 1.9M reactions from patents (1976-2016). The task is: Predict the reactants needed to synthesize the given product. (1) Given the product [O:28]=[C:11]1[NH:12][C:7]2[CH:6]=[CH:5][C:4]3[NH:3][N:2]=[CH:1][C:9]=3[C:8]=2[C:10]1=[N:20][NH:19][C:18]1[CH:13]=[CH:14][C:15]([S:21]([NH2:24])(=[O:22])=[O:23])=[CH:16][CH:17]=1, predict the reactants needed to synthesize it. The reactants are: [CH:1]1[C:9]2[C:8]3[CH:10]=[CH:11][NH:12][C:7]=3[CH:6]=[CH:5][C:4]=2[NH:3][N:2]=1.[CH:13]1[C:18]([NH:19][NH2:20])=[CH:17][CH:16]=[C:15]([S:21]([NH2:24])(=[O:23])=[O:22])[CH:14]=1.Cl.CC[O:28]C(C)=O. (2) Given the product [CH3:1][C:2]1[C:3]2[N:4]([C:8]([C@@H:29]3[CH2:34][CH2:33][CH2:32][CH2:31][NH:30]3)=[N:9][C:10]=2[C:11]2[CH:16]=[CH:15][C:14]([C:17]([NH:18][C:19]3[CH:24]=[C:23]([CH2:25][CH2:26][CH3:27])[CH:22]=[CH:21][N:20]=3)=[O:28])=[CH:13][CH:12]=2)[CH:5]=[CH:6][N:7]=1, predict the reactants needed to synthesize it. The reactants are: [CH3:1][C:2]1[C:3]2[N:4]([C:8]([C@@H:29]3[CH2:34][CH2:33][CH2:32][CH2:31][N:30]3C(OCC3C=CC=CC=3)=O)=[N:9][C:10]=2[C:11]2[CH:16]=[CH:15][C:14]([C:17](=[O:28])[NH:18][C:19]3[CH:24]=[C:23]([CH2:25][CH2:26][CH3:27])[CH:22]=[CH:21][N:20]=3)=[CH:13][CH:12]=2)[CH:5]=[CH:6][N:7]=1.Br.C(O)(=O)C. (3) Given the product [Cl:1][C:2]1[CH:3]=[CH:4][C:5]2[N:6]([N:8]=[C:9]([N:11]([C:12]3[CH:17]=[CH:16][C:15]([S:18]([CH3:21])(=[O:19])=[O:20])=[CH:14][C:13]=3[O:22][CH3:23])[C:27](=[O:28])[O:29][C:30]3[CH:31]=[CH:32][C:33]([N+:36]([O-:38])=[O:37])=[CH:34][CH:35]=3)[N:10]=2)[CH:7]=1, predict the reactants needed to synthesize it. The reactants are: [Cl:1][C:2]1[CH:3]=[CH:4][C:5]2[N:6]([N:8]=[C:9]([NH:11][C:12]3[CH:17]=[CH:16][C:15]([S:18]([CH3:21])(=[O:20])=[O:19])=[CH:14][C:13]=3[O:22][CH3:23])[N:10]=2)[CH:7]=1.[H-].[Na+].Cl[C:27]([O:29][C:30]1[CH:35]=[CH:34][C:33]([N+:36]([O-:38])=[O:37])=[CH:32][CH:31]=1)=[O:28].Cl. (4) Given the product [Cl:29][C:30]1[C:39]2[C:34](=[C:35]([C:40]([NH:1][C:2]3[C:7]([F:8])=[CH:6][CH:5]=[C:4]([NH:9][S:10]([CH2:13][CH2:14][CH3:15])(=[O:12])=[O:11])[C:3]=3[F:16])=[O:41])[CH:36]=[CH:37][CH:38]=2)[N:33]=[CH:32][N:31]=1, predict the reactants needed to synthesize it. The reactants are: [NH2:1][C:2]1[C:3]([F:16])=[C:4]([NH:9][S:10]([CH2:13][CH2:14][CH3:15])(=[O:12])=[O:11])[CH:5]=[CH:6][C:7]=1[F:8].S([O-])([O-])(=O)=O.[Mg+2].N1C=CC=CC=1.[Cl:29][C:30]1[C:39]2[C:34](=[C:35]([C:40](Cl)=[O:41])[CH:36]=[CH:37][CH:38]=2)[N:33]=[CH:32][N:31]=1. (5) Given the product [CH3:1][C:2]1([CH3:17])[C:10]2[C:5](=[CH:6][C:7]([CH2:11][CH2:18][NH2:22])=[CH:8][CH:9]=2)[C:4]([CH3:14])([CH3:13])[C:3]1([CH3:16])[CH3:15], predict the reactants needed to synthesize it. The reactants are: [CH3:1][C:2]1([CH3:17])[C:10]2[C:5](=[CH:6][C:7]([CH:11]=O)=[CH:8][CH:9]=2)[C:4]([CH3:14])([CH3:13])[C:3]1([CH3:16])[CH3:15].[C:18]([O-])(=O)C.[NH4+:22].[H-].[Al+3].[Li+].[H-].[H-].[H-].S([O-])([O-])(=O)=O.[Na+].[Na+].